Dataset: Reaction yield outcomes from USPTO patents with 853,638 reactions. Task: Predict the reaction yield, written as a fraction of the theoretical maximum amount of product (1.0 means a 100% yield; for example, 0.34 means a 34% yield). (1) The reactants are [CH2:1]1[C:9]2[C:4](=[CH:5][CH:6]=[CH:7][CH:8]=2)[CH2:3][NH:2]1.[N+](C1C=C(S(O[CH2:23][C@@H:24]2[CH2:26][O:25]2)(=O)=O)C=CC=1)([O-])=O.[F-].[K+]. The catalyst is C1COCC1. The product is [O:25]1[CH2:26][C@H:24]1[CH2:23][N:2]1[CH2:3][C:4]2[C:9](=[CH:8][CH:7]=[CH:6][CH:5]=2)[CH2:1]1. The yield is 0.680. (2) The reactants are ClC1C2SC(=O)NC=2N=C(SCC2C=CC=C(F)C=2F)N=1.C(N(C(C)C)CC)(C)C.C1(S(C=C)(=O)=O)C=CC=CC=1.[NH2:42][C@@H:43]([CH2:45][OH:46])[CH3:44].Cl[C:48]1[C:49]2[S:66][C:65](=[O:67])[N:64]([CH2:68][CH2:69][S:70]([C:73]3[CH:78]=[CH:77][CH:76]=[CH:75][CH:74]=3)(=[O:72])=[O:71])[C:50]=2[N:51]=[C:52]([S:54][CH2:55][C:56]2[CH:61]=[CH:60][CH:59]=[C:58]([F:62])[C:57]=2[F:63])[N:53]=1. The catalyst is C(#N)CCC.O. The product is [F:63][C:57]1[C:58]([F:62])=[CH:59][CH:60]=[CH:61][C:56]=1[CH2:55][S:54][C:52]1[N:53]=[C:48]([NH:42][C@H:43]([CH3:44])[CH2:45][OH:46])[C:49]2[S:66][C:65](=[O:67])[N:64]([CH2:68][CH2:69][S:70]([C:73]3[CH:74]=[CH:75][CH:76]=[CH:77][CH:78]=3)(=[O:71])=[O:72])[C:50]=2[N:51]=1. The yield is 0.880. (3) The reactants are [F:1][C:2]1[CH:3]=[C:4]([C:10]2[C:11]([C:17]3[CH:22]=[CH:21][C:20]([O:23][CH3:24])=[CH:19][CH:18]=3)=[CH:12][C:13](=[O:16])[NH:14][N:15]=2)[CH:5]=[CH:6][C:7]=1[O:8][CH3:9].[Cl:25][C:26]1[CH:35]=[CH:34][C:29]([CH:30]=[CH:31][CH2:32]Cl)=[CH:28][CH:27]=1. No catalyst specified. The product is [Cl:25][C:26]1[CH:35]=[CH:34][C:29]([CH:30]=[CH:31][CH2:32][N:14]2[C:13](=[O:16])[CH:12]=[C:11]([C:17]3[CH:18]=[CH:19][C:20]([O:23][CH3:24])=[CH:21][CH:22]=3)[C:10]([C:4]3[CH:5]=[CH:6][C:7]([O:8][CH3:9])=[C:2]([F:1])[CH:3]=3)=[N:15]2)=[CH:28][CH:27]=1. The yield is 0.725. (4) The reactants are Br[C:2]1[CH:3]=[C:4]2[C:9](=[CH:10][CH:11]=1)[N:8]=[CH:7][N:6]([C:12]1[CH:17]=[CH:16][CH:15]=[CH:14][CH:13]=1)[C:5]2=[O:18].B1(B2OC(C)(C)C(C)(C)O2)OC(C)(C)C(C)(C)O1.C([O-])(=O)C.[K+].Br[C:43]1[CH:44]=[C:45]([NH:51][S:52]([C:55]2[CH:60]=[CH:59][C:58]([F:61])=[CH:57][C:56]=2[F:62])(=[O:54])=[O:53])[C:46]([O:49][CH3:50])=[N:47][CH:48]=1.C(=O)([O-])[O-].[Na+].[Na+]. The catalyst is O1CCOCC1.C1C=CC(P(C2C=CC=CC=2)[C-]2C=CC=C2)=CC=1.C1C=CC(P(C2C=CC=CC=2)[C-]2C=CC=C2)=CC=1.Cl[Pd]Cl.[Fe+2].C(Cl)Cl. The product is [F:62][C:56]1[CH:57]=[C:58]([F:61])[CH:59]=[CH:60][C:55]=1[S:52]([NH:51][C:45]1[C:46]([O:49][CH3:50])=[N:47][CH:48]=[C:43]([C:2]2[CH:3]=[C:4]3[C:9](=[CH:10][CH:11]=2)[N:8]=[CH:7][N:6]([C:12]2[CH:17]=[CH:16][CH:15]=[CH:14][CH:13]=2)[C:5]3=[O:18])[CH:44]=1)(=[O:54])=[O:53]. The yield is 0.190. (5) The reactants are [CH:1](=[O:8])[C:2]1[CH:7]=[CH:6][CH:5]=[CH:4][CH:3]=1.[Li][CH3:10].[Li]CCCC.[SiH:16](Cl)([CH3:18])[CH3:17]. The catalyst is CCOCC. The product is [CH3:17][Si:16]1([CH3:18])[C:3]2[CH:4]=[CH:5][CH:6]=[CH:7][C:2]=2[CH:1]([CH3:10])[O:8]1. The yield is 0.350. (6) The reactants are [Cl:1][C:2]1[C:3]([S:27]([NH2:30])(=[O:29])=[O:28])=[N:4][CH:5]=[C:6]([C:12]([N:14]2[CH2:19][CH2:18][CH:17]([C:20]3[CH:25]=[CH:24][C:23]([F:26])=[CH:22][CH:21]=3)[CH2:16][CH2:15]2)=[O:13])[C:7]=1[O:8]C(C)C.[Cl-].[Al+3].[Cl-].[Cl-].O. The product is [Cl:1][C:2]1[C:3]([S:27]([NH2:30])(=[O:29])=[O:28])=[N:4][CH:5]=[C:6]([C:12]([N:14]2[CH2:15][CH2:16][CH:17]([C:20]3[CH:21]=[CH:22][C:23]([F:26])=[CH:24][CH:25]=3)[CH2:18][CH2:19]2)=[O:13])[C:7]=1[OH:8]. The yield is 0.930. The catalyst is C1(C)C=CC=CC=1.